This data is from Catalyst prediction with 721,799 reactions and 888 catalyst types from USPTO. The task is: Predict which catalyst facilitates the given reaction. (1) Reactant: [Cl:1][C:2]1[CH:10]=[C:9]([F:11])[C:8]([N+:12]([O-:14])=[O:13])=[CH:7][C:3]=1[C:4]([OH:6])=[O:5].S(Cl)(Cl)=O.[CH2:19](O)[CH3:20].C(N(CC)CC)C. Product: [Cl:1][C:2]1[CH:10]=[C:9]([F:11])[C:8]([N+:12]([O-:14])=[O:13])=[CH:7][C:3]=1[C:4]([O:6][CH2:19][CH3:20])=[O:5]. The catalyst class is: 13. (2) Product: [Si:1]([O:8][CH2:9][CH2:10][C@H:11]([NH:15][C:16]([N:18]([CH2:20][CH2:21][CH2:22][CH2:23][CH:24]=[CH2:25])[CH3:19])=[O:17])[C:12]([NH:47][C@:42]1([C:40]([O:39][CH2:37][CH3:38])=[O:41])[CH2:44][C@H:43]1[CH:45]=[CH2:46])=[O:14])([C:4]([CH3:5])([CH3:6])[CH3:7])([CH3:2])[CH3:3]. Reactant: [Si:1]([O:8][CH2:9][CH2:10][C@H:11]([NH:15][C:16]([N:18]([CH2:20][CH2:21][CH2:22][CH2:23][CH:24]=[CH2:25])[CH3:19])=[O:17])[C:12]([OH:14])=O)([C:4]([CH3:7])([CH3:6])[CH3:5])([CH3:3])[CH3:2].S(C1C=CC(C)=CC=1)(O)(=O)=O.[CH2:37]([O:39][C:40]([C@@:42]1([NH2:47])[CH2:44][C@H:43]1[CH:45]=[CH2:46])=[O:41])[CH3:38].CN(C(ON1N=NC2C=CC=CC1=2)=[N+](C)C)C.[B-](F)(F)(F)F.CCN(C(C)C)C(C)C. The catalyst class is: 18. (3) Reactant: [Cl:1][C:2]1[CH:9]=[CH:8][C:5]([CH:6]=O)=[CH:4][CH:3]=1.[NH2:10][C@@H:11]([CH3:14])[CH2:12][OH:13].[BH4-].[Na+]. Product: [Cl:1][C:2]1[CH:9]=[CH:8][C:5]([CH2:6][NH:10][C@@H:11]([CH3:14])[CH2:12][OH:13])=[CH:4][CH:3]=1. The catalyst class is: 357. (4) Reactant: Cl[C:2]1[N:7]=[C:6]([N:8]2[CH2:12][CH2:11][CH2:10][CH2:9]2)[C:5]([N+:13]([O-:15])=[O:14])=[C:4]([CH3:16])[CH:3]=1.[N:17]1[C:26]2[CH2:25][CH2:24][NH:23][CH2:22][C:21]=2[CH:20]=[CH:19][CH:18]=1. Product: [CH3:16][C:4]1[C:5]([N+:13]([O-:15])=[O:14])=[C:6]([N:8]2[CH2:12][CH2:11][CH2:10][CH2:9]2)[N:7]=[C:2]([N:23]2[CH2:24][CH2:25][C:26]3[N:17]=[CH:18][CH:19]=[CH:20][C:21]=3[CH2:22]2)[CH:3]=1. The catalyst class is: 58. (5) Reactant: [F:1][C:2]1[C:21]([F:22])=[CH:20][CH:19]=[CH:18][C:3]=1[CH2:4][N:5]1[C:9]2=[N:10][CH:11]=[CH:12][CH:13]=[C:8]2[C:7]([C:14](=[N:16][OH:17])[NH2:15])=[N:6]1.N1C=CC=CC=1.Cl[C:30](OCC(C)C)=[O:31]. Product: [F:1][C:2]1[C:21]([F:22])=[CH:20][CH:19]=[CH:18][C:3]=1[CH2:4][N:5]1[C:9]2=[N:10][CH:11]=[CH:12][CH:13]=[C:8]2[C:7]([C:14]2[NH:15][C:30](=[O:31])[O:17][N:16]=2)=[N:6]1. The catalyst class is: 3.